This data is from Full USPTO retrosynthesis dataset with 1.9M reactions from patents (1976-2016). The task is: Predict the reactants needed to synthesize the given product. Given the product [Cl:1][C:2]1[CH:7]=[CH:6][C:5]([O:8][C:9]2[CH:14]=[CH:13][C:12]([CH2:15][N:16]([CH3:20])[C:17]3[NH:19][CH:28]=[C:27]([CH2:32][C:33]4[CH:34]=[N:35][C:36]([O:39][CH3:40])=[N:37][CH:38]=4)[C:26](=[O:25])[N:18]=3)=[CH:11][CH:10]=2)=[CH:4][C:3]=1[C:21]([F:22])([F:23])[F:24], predict the reactants needed to synthesize it. The reactants are: [Cl:1][C:2]1[CH:7]=[CH:6][C:5]([O:8][C:9]2[CH:14]=[CH:13][C:12]([CH2:15][N:16]([CH3:20])[C:17]([NH2:19])=[NH:18])=[CH:11][CH:10]=2)=[CH:4][C:3]=1[C:21]([F:24])([F:23])[F:22].[OH:25]/[CH:26]=[C:27](/[CH2:32][C:33]1[CH:34]=[N:35][C:36]([O:39][CH3:40])=[N:37][CH:38]=1)\[C:28](OC)=O.C([O-])([O-])=O.[K+].[K+].